From a dataset of Full USPTO retrosynthesis dataset with 1.9M reactions from patents (1976-2016). Predict the reactants needed to synthesize the given product. (1) Given the product [CH3:1][O:2][C:3]1[C:8]2[O:9][CH2:10][O:11][C:7]=2[CH:6]=[C:5]([CH2:12][OH:13])[CH:4]=1, predict the reactants needed to synthesize it. The reactants are: [CH3:1][O:2][C:3]1[C:8]2[O:9][CH2:10][O:11][C:7]=2[CH:6]=[C:5]([C:12](OC)=[O:13])[CH:4]=1.[H-].[H-].[H-].[H-].[Li+].[Al+3].O.[OH-].[Na+]. (2) Given the product [OH:13][C:14]1[CH:19]=[C:18]([CH3:20])[N:1]([C:2]2[CH:10]=[CH:9][C:5]([C:6]([O:8][CH3:23])=[O:7])=[CH:4][C:3]=2[CH3:12])[C:16](=[O:17])[CH:15]=1, predict the reactants needed to synthesize it. The reactants are: [NH2:1][C:2]1[CH:10]=[CH:9][C:5]([C:6]([O-:8])=[O:7])=[C:4](C)[C:3]=1[CH3:12].[OH:13][C:14]1[CH:19]=[C:18]([CH3:20])[O:17][C:16](=O)[CH:15]=1.Cl[C:23]1C=CC=CC=1Cl. (3) Given the product [CH:1]1([N:7]2[CH2:13][C:12]([F:16])([CH:14]=[CH2:15])[C:11](=[O:17])[N:10]([CH3:18])[C:9]3[CH:19]=[N:20][C:21]([NH:23][C:24]4[CH:32]=[CH:31][C:27]([C:28]([NH:59][CH:60]5[CH2:65][CH2:64][N:63]([CH3:66])[CH2:62][CH2:61]5)=[O:29])=[CH:26][C:25]=4[O:33][CH3:34])=[N:22][C:8]2=3)[CH2:5][CH2:4][CH2:3][CH2:2]1, predict the reactants needed to synthesize it. The reactants are: [CH:1]1([N:7]2[CH2:13][C:12]([F:16])([CH:14]=[CH2:15])[C:11](=[O:17])[N:10]([CH3:18])[C:9]3[CH:19]=[N:20][C:21]([NH:23][C:24]4[CH:32]=[CH:31][C:27]([C:28](O)=[O:29])=[CH:26][C:25]=4[O:33][CH3:34])=[N:22][C:8]2=3)C[CH2:5][CH2:4][CH2:3][CH2:2]1.CN(C(ON1N=NC2C=CC=NC1=2)=[N+](C)C)C.F[P-](F)(F)(F)(F)F.[NH2:59][CH:60]1[CH2:65][CH2:64][N:63]([CH3:66])[CH2:62][CH2:61]1. (4) Given the product [NH2:23][C:12]1[CH:13]=[C:14]([C:17]#[C:18][C:8]2[CH:7]=[N:6][CH:5]=[C:2]([CH:9]=2)[C:3]#[N:4])[CH:15]=[CH:16][C:11]=1[F:10], predict the reactants needed to synthesize it. The reactants are: Br[C:2]1([CH:9]=[CH:8][CH:7]=[N:6][CH2:5]1)[C:3]#[N:4].[F:10][C:11]1[CH:16]=[CH:15][C:14]([C:17]#[C:18][Si](C)(C)C)=[CH:13][C:12]=1[NH2:23].